Predict which catalyst facilitates the given reaction. From a dataset of Catalyst prediction with 721,799 reactions and 888 catalyst types from USPTO. (1) Reactant: C[Al](C)C.[NH2:5][C:6]1[CH:13]=[CH:12][C:9]([C:10]#[N:11])=[CH:8][N:7]=1.[Si:14]([O:31][CH2:32][CH2:33][O:34][CH2:35][C@H:36]([O:41][C:42]1[N:47]=[CH:46][N:45]=[C:44]2[N:48]([C:51]3[CH:56]=[CH:55][CH:54]=[C:53]([Cl:57])[C:52]=3[Cl:58])[N:49]=[CH:50][C:43]=12)[C:37](OC)=[O:38])([C:27]([CH3:30])([CH3:29])[CH3:28])([C:21]1[CH:26]=[CH:25][CH:24]=[CH:23][CH:22]=1)[C:15]1[CH:20]=[CH:19][CH:18]=[CH:17][CH:16]=1. The catalyst class is: 11. Product: [Si:14]([O:31][CH2:32][CH2:33][O:34][CH2:35][C@H:36]([O:41][C:42]1[N:47]=[CH:46][N:45]=[C:44]2[N:48]([C:51]3[CH:56]=[CH:55][CH:54]=[C:53]([Cl:57])[C:52]=3[Cl:58])[N:49]=[CH:50][C:43]=12)[C:37]([NH:5][C:6]1[CH:13]=[CH:12][C:9]([C:10]#[N:11])=[CH:8][N:7]=1)=[O:38])([C:27]([CH3:28])([CH3:29])[CH3:30])([C:21]1[CH:22]=[CH:23][CH:24]=[CH:25][CH:26]=1)[C:15]1[CH:20]=[CH:19][CH:18]=[CH:17][CH:16]=1. (2) Reactant: [N:1]1[CH:6]=[CH:5][C:4]([C:7]([O:9]C)=[O:8])=[N:3][CH:2]=1.BrC1C(C(O)=S)=NC(C)=NC=1. Product: [N:1]1[CH:6]=[CH:5][C:4]([C:7]([OH:9])=[O:8])=[N:3][CH:2]=1. The catalyst class is: 181. (3) Reactant: [N:1]1[CH:6]=[CH:5][CH:4]=[CH:3][C:2]=1[C:7]1[N:12]=[C:11]([CH3:13])[C:10]([C:14]([OH:16])=O)=[CH:9][N:8]=1.CN(C(ON1N=NC2C=CC=NC1=2)=[N+](C)C)C.F[P-](F)(F)(F)(F)F.CCN(C(C)C)C(C)C.[NH2:50][N:51]1[C:59]2[C:54](=[C:55]([F:60])[CH:56]=[CH:57][CH:58]=2)[CH:53]=[CH:52]1. Product: [F:60][C:55]1[CH:56]=[CH:57][CH:58]=[C:59]2[C:54]=1[CH:53]=[CH:52][N:51]2[NH:50][C:14]([C:10]1[C:11]([CH3:13])=[N:12][C:7]([C:2]2[CH:3]=[CH:4][CH:5]=[CH:6][N:1]=2)=[N:8][CH:9]=1)=[O:16]. The catalyst class is: 3. (4) Reactant: [H-].[Na+].[C:3](#[N:5])[CH3:4].[C:6]1([CH2:12][C:13](OCC)=[O:14])[CH:11]=[CH:10][CH:9]=[CH:8][CH:7]=1. Product: [O:14]=[C:13]([CH2:12][C:6]1[CH:11]=[CH:10][CH:9]=[CH:8][CH:7]=1)[CH2:4][C:3]#[N:5]. The catalyst class is: 12. (5) Reactant: C(N(C(C)C)CC)(C)C.C1N(P(Cl)(N2C(=O)OCC2)=O)C(=O)OC1.[Cl:25][CH2:26][CH2:27][CH2:28][CH:29]([C:33]1[CH:38]=[CH:37][C:36]([Cl:39])=[CH:35][CH:34]=1)[C:30]([OH:32])=O.Cl.Cl.[CH3:42][O:43][C:44]1[CH:45]=[C:46](/[CH:56]=[CH:57]/[C:58]([NH:60][NH2:61])=[O:59])[CH:47]=[CH:48][C:49]=1[N:50]1[CH:54]=[C:53]([CH3:55])[N:52]=[CH:51]1.O.C(=O)(O)[O-].[Na+]. Product: [CH3:42][O:43][C:44]1[CH:45]=[C:46](/[CH:56]=[CH:57]/[C:58]([NH:60][NH:61][C:30](=[O:32])[CH:29]([C:33]2[CH:38]=[CH:37][C:36]([Cl:39])=[CH:35][CH:34]=2)[CH2:28][CH2:27][CH2:26][Cl:25])=[O:59])[CH:47]=[CH:48][C:49]=1[N:50]1[CH:54]=[C:53]([CH3:55])[N:52]=[CH:51]1. The catalyst class is: 2. (6) Reactant: [C:1]([CH2:3][C:4]1[C:12]2[C:7](=[CH:8][CH:9]=[C:10]([O:13][CH3:14])[CH:11]=2)[N:6](C(OC(C)(C)C)=O)[CH:5]=1)#[N:2].[H-].[Na+].[F:24][C:25]1[N:30]=[CH:29][C:28]([CH:31]=O)=[CH:27][CH:26]=1.C(OCC)C. Product: [F:24][C:25]1[N:30]=[CH:29][C:28](/[CH:31]=[C:3](/[C:4]2[C:12]3[C:7](=[CH:8][CH:9]=[C:10]([O:13][CH3:14])[CH:11]=3)[NH:6][CH:5]=2)\[C:1]#[N:2])=[CH:27][CH:26]=1. The catalyst class is: 1. (7) Reactant: [ClH:1].C(OC(=O)[NH:8][CH2:9][C:10]1[CH:15]=[CH:14][C:13]([CH2:16][O:17][C:18]2[CH:23]=[CH:22][C:21]([C:24](=[O:29])[CH2:25][CH:26]([CH3:28])[CH3:27])=[C:20]([OH:30])[C:19]=2[C:31]([F:34])([F:33])[F:32])=[CH:12][CH:11]=1)(C)(C)C. Product: [ClH:1].[NH2:8][CH2:9][C:10]1[CH:11]=[CH:12][C:13]([CH2:16][O:17][C:18]2[CH:23]=[CH:22][C:21]([C:24](=[O:29])[CH2:25][CH:26]([CH3:28])[CH3:27])=[C:20]([OH:30])[C:19]=2[C:31]([F:32])([F:33])[F:34])=[CH:14][CH:15]=1. The catalyst class is: 155. (8) Reactant: Cl[C:2]1[N:7]=[C:6]([C:8]#[N:9])[C:5]([N+:10]([O-:12])=[O:11])=[CH:4][CH:3]=1.C(N(CC)CC)C.[CH3:20][O:21][C:22]1[CH:29]=[C:28]([O:30][CH3:31])[CH:27]=[CH:26][C:23]=1[CH2:24][NH2:25]. Product: [CH3:20][O:21][C:22]1[CH:29]=[C:28]([O:30][CH3:31])[CH:27]=[CH:26][C:23]=1[CH2:24][NH:25][C:2]1[N:7]=[C:6]([C:8]#[N:9])[C:5]([N+:10]([O-:12])=[O:11])=[CH:4][CH:3]=1. The catalyst class is: 14.